From a dataset of Full USPTO retrosynthesis dataset with 1.9M reactions from patents (1976-2016). Predict the reactants needed to synthesize the given product. (1) Given the product [Cl:1][C:2]1[N:10]=[C:9]2[C:5]([N:6]=[CH:7][N:8]2[CH:11]2[CH2:15][CH2:14][CH2:13][CH2:12]2)=[C:4]([NH:17][CH2:18][CH2:19][O:20][CH2:21][CH2:22][OH:23])[N:3]=1, predict the reactants needed to synthesize it. The reactants are: [Cl:1][C:2]1[N:10]=[C:9]2[C:5]([N:6]=[CH:7][N:8]2[CH:11]2[CH2:15][CH2:14][CH2:13][CH2:12]2)=[C:4](Cl)[N:3]=1.[NH2:17][CH2:18][CH2:19][O:20][CH2:21][CH2:22][OH:23]. (2) Given the product [ClH:48].[CH:1]1([C:7]2[CH:12]=[CH:11][C:10]([NH:13][C:14](=[O:39])[CH2:15][N:16]([CH2:21][C:22]3[CH:38]=[CH:37][C:25]([O:26][C:27]([CH3:36])([CH3:35])[C:28]([OH:30])=[O:29])=[CH:24][CH:23]=3)[CH2:17][CH2:18][O:19][CH3:20])=[C:9]([CH3:40])[CH:8]=2)[CH2:2][CH2:3][CH2:4][CH2:5][CH2:6]1, predict the reactants needed to synthesize it. The reactants are: [CH:1]1([C:7]2[CH:12]=[CH:11][C:10]([NH:13][C:14](=[O:39])[CH2:15][N:16]([CH2:21][C:22]3[CH:38]=[CH:37][C:25]([O:26][C:27]([CH3:36])([CH3:35])[C:28]([O:30]C(C)(C)C)=[O:29])=[CH:24][CH:23]=3)[CH2:17][CH2:18][O:19][CH3:20])=[C:9]([CH3:40])[CH:8]=2)[CH2:6][CH2:5][CH2:4][CH2:3][CH2:2]1.FC(F)(F)C(O)=O.[Cl:48]CCl. (3) The reactants are: [Cl:1][C:2]1[CH:7]=[CH:6][C:5]([OH:8])=[CH:4][CH:3]=1.ClC(Cl)(O[C:13](=[O:19])OC(Cl)(Cl)Cl)Cl.CCN(C(C)C)C(C)C.[NH:30]1[CH2:33][CH:32]([C:34]([N:36]2[CH2:42][CH2:41][CH2:40][N:39]([CH:43]3[CH2:46][CH2:45][CH2:44]3)[CH2:38][CH2:37]2)=[O:35])[CH2:31]1. Given the product [CH:43]1([N:39]2[CH2:40][CH2:41][CH2:42][N:36]([C:34]([CH:32]3[CH2:31][N:30]([C:13]([O:8][C:5]4[CH:6]=[CH:7][C:2]([Cl:1])=[CH:3][CH:4]=4)=[O:19])[CH2:33]3)=[O:35])[CH2:37][CH2:38]2)[CH2:46][CH2:45][CH2:44]1, predict the reactants needed to synthesize it. (4) Given the product [CH3:1][O:2][C:3]1[CH:8]=[CH:7][C:6]([N:9]2[CH2:22][CH2:21][C:12]3[N:13]([CH2:31][CH2:30][C:27]4[CH:26]=[N:25][C:24]([CH3:23])=[CH:29][CH:28]=4)[C:14]4[CH:15]=[CH:16][C:17]([CH3:20])=[CH:18][C:19]=4[C:11]=3[CH2:10]2)=[CH:5][CH:4]=1, predict the reactants needed to synthesize it. The reactants are: [CH3:1][O:2][C:3]1[CH:8]=[CH:7][C:6]([N:9]2[CH2:22][CH2:21][C:12]3[NH:13][C:14]4[CH:15]=[CH:16][C:17]([CH3:20])=[CH:18][C:19]=4[C:11]=3[CH2:10]2)=[CH:5][CH:4]=1.[CH3:23][C:24]1[CH:29]=[CH:28][C:27]([CH:30]=[CH2:31])=[CH:26][N:25]=1.[OH-].[K+]. (5) Given the product [F:19][C:3]1[C:2]([C:28]#[C:27][C:25]([OH:29])([C:23]2[CH:24]=[N:20][NH:21][CH:22]=2)[CH3:26])=[CH:18][C:6]2[C:7]3[N:8]([CH:12]=[C:13]([C:15]([NH2:17])=[O:16])[N:14]=3)[CH2:9][CH2:10][O:11][C:5]=2[CH:4]=1, predict the reactants needed to synthesize it. The reactants are: Br[C:2]1[C:3]([F:19])=[CH:4][C:5]2[O:11][CH2:10][CH2:9][N:8]3[CH:12]=[C:13]([C:15]([NH2:17])=[O:16])[N:14]=[C:7]3[C:6]=2[CH:18]=1.[NH:20]1[CH:24]=[C:23]([C:25]([OH:29])([C:27]#[CH:28])[CH3:26])[CH:22]=[N:21]1. (6) Given the product [CH3:44][O:43][C:24]1[C:23]([NH:22][C:17]([C:15]2[N:16]=[C:12]([O:11][C:8]3[CH:9]=[C:10]4[C:5](=[CH:6][C:7]=3[CH3:20])[CH2:4][CH2:3][C:2]4([CH3:1])[CH3:21])[O:13][CH:14]=2)=[O:18])=[C:28]([O:29][CH3:30])[N:27]=[C:26]([NH:31][CH2:32][CH2:33][N:34]([CH3:42])[C:35](=[O:41])[O:36][C:37]([CH3:38])([CH3:39])[CH3:40])[N:25]=1, predict the reactants needed to synthesize it. The reactants are: [CH3:1][C:2]1([CH3:21])[C:10]2[C:5](=[CH:6][C:7]([CH3:20])=[C:8]([O:11][C:12]3[O:13][CH:14]=[C:15]([C:17](O)=[O:18])[N:16]=3)[CH:9]=2)[CH2:4][CH2:3]1.[NH2:22][C:23]1[C:24]([O:43][CH3:44])=[N:25][C:26]([NH:31][CH2:32][CH2:33][N:34]([CH3:42])[C:35](=[O:41])[O:36][C:37]([CH3:40])([CH3:39])[CH3:38])=[N:27][C:28]=1[O:29][CH3:30].C(C1C=CC(C)=C(C=1)OC1OC=C(C(NC2C(OC)=NC(NCCN(C)C(=O)OC(C)(C)C)=NC=2OC)=O)N=1)(C)(C)C.